From a dataset of Catalyst prediction with 721,799 reactions and 888 catalyst types from USPTO. Predict which catalyst facilitates the given reaction. (1) Reactant: CC1(C)C(C)(C)OB([C:9]2[CH:10]=[C:11]3[C:15](=[CH:16][CH:17]=2)[CH2:14][C@H:13]([NH:18][S:19]([CH:22]([CH3:24])[CH3:23])(=[O:21])=[O:20])[CH2:12]3)O1.FC(F)(F)S(O[C:32]1[CH:33]=[N:34][CH:35]=[C:36]([CH3:38])[CH:37]=1)(=O)=O.C([O-])([O-])=O.[Na+].[Na+]. Product: [CH3:38][C:36]1[CH:37]=[C:32]([C:9]2[CH:10]=[C:11]3[C:15](=[CH:16][CH:17]=2)[CH2:14][C@H:13]([NH:18][S:19]([CH:22]([CH3:23])[CH3:24])(=[O:20])=[O:21])[CH2:12]3)[CH:33]=[N:34][CH:35]=1. The catalyst class is: 70. (2) Reactant: C([N:8](CC1C=CC=CC=1)[C:9]1[CH:14]=[CH:13][C:12]([F:15])=[C:11]([C:16]2[C:23]([C:24]3[CH:29]=[CH:28][N:27]=[CH:26][CH:25]=3)=[C:19]3[S:20][CH2:21][CH2:22][N:18]3[N:17]=2)[C:10]=1[F:30])C1C=CC=CC=1.FC(F)(F)S(O)(=O)=O. Product: [F:30][C:10]1[C:11]([C:16]2[C:23]([C:24]3[CH:29]=[CH:28][N:27]=[CH:26][CH:25]=3)=[C:19]3[S:20][CH2:21][CH2:22][N:18]3[N:17]=2)=[C:12]([F:15])[CH:13]=[CH:14][C:9]=1[NH2:8]. The catalyst class is: 133. (3) Reactant: [Br:1][C:2]1[C:7]([OH:8])=[CH:6][CH:5]=[CH:4][N:3]=1.[CH3:9][O:10][CH2:11]Cl. Product: [Br:1][C:2]1[C:7]([O:8][CH2:9][O:10][CH3:11])=[CH:6][CH:5]=[CH:4][N:3]=1. The catalyst class is: 20. (4) Product: [CH2:80]([CH:82]1[O:84][CH2:83]1)[Cl:81].[CH2:67]([OH:68])[C@H:37]1[O:38][C@@H:39]2[O:44][C@H:45]3[C@H:50]([OH:51])[C@@H:49]([OH:52])[C@@H:48]([O:53][C@H:54]4[C@H:60]([OH:61])[C@@H:59]([OH:62])[C@@H:57]([O:58][C@H:3]5[C@H:4]([OH:76])[C@@H:5]([OH:75])[C@@H:6]([O:8][C@H:9]6[C@H:14]([OH:15])[C@@H:13]([OH:16])[C@@H:12]([O:17][C@H:18]7[C@H:23]([OH:24])[C@@H:22]([OH:25])[C@@H:21]([O:26][C@H:27]8[C@H:32]([OH:33])[C@@H:31]([OH:34])[C@@H:30]([O:35][C@H:36]1[C@H:41]([OH:42])[C@H:40]2[OH:43])[O:29][C@@H:28]8[CH2:69][OH:70])[O:20][C@@H:19]7[CH2:71][OH:72])[O:11][C@@H:10]6[CH2:73][OH:74])[O:7][C@@H:2]5[CH2:1][OH:77])[O:56][C@@H:55]4[CH2:63][OH:64])[O:47][C@@H:46]3[CH2:65][OH:66]. Reactant: [CH2:1]([OH:77])[C@H:2]1[O:7][C@@H:6]2[O:8][C@H:9]3[C@H:14]([OH:15])[C@@H:13]([OH:16])[C@@H:12]([O:17][C@H:18]4[C@H:23]([OH:24])[C@@H:22]([OH:25])[C@@H:21]([O:26][C@H:27]5[C@H:32]([OH:33])[C@@H:31]([OH:34])[C@@H:30]([O:35][C@H:36]6[C@H:41]([OH:42])[C@@H:40]([OH:43])[C@@H:39]([O:44][C@H:45]7[C@H:50]([OH:51])[C@@H:49]([OH:52])[C@@H:48]([O:53][C@H:54]8[C@H:60]([OH:61])[C@@H:59]([OH:62])[C@@H:57]([O:58][C@H:3]1[C@H:4]([OH:76])[C@H:5]2[OH:75])[O:56][C@@H:55]8[CH2:63][OH:64])[O:47][C@@H:46]7[CH2:65][OH:66])[O:38][C@@H:37]6[CH2:67][OH:68])[O:29][C@@H:28]5[CH2:69][OH:70])[O:20][C@@H:19]4[CH2:71][OH:72])[O:11][C@@H:10]3[CH2:73][OH:74].[OH-].[Na+].[CH2:80]([CH:82]1[O:84][CH2:83]1)[Cl:81]. The catalyst class is: 6. (5) Reactant: [CH3:1][O:2][C:3](=[O:22])[CH2:4][O:5][CH:6]1[CH2:11][CH2:10][N:9](C(OCC2C=CC=CC=2)=O)[CH2:8][CH2:7]1. Product: [NH:9]1[CH2:8][CH2:7][CH:6]([O:5][CH2:4][C:3]([O:2][CH3:1])=[O:22])[CH2:11][CH2:10]1. The catalyst class is: 129.